Dataset: Reaction yield outcomes from USPTO patents with 853,638 reactions. Task: Predict the reaction yield, written as a fraction of the theoretical maximum amount of product (1.0 means a 100% yield; for example, 0.34 means a 34% yield). (1) The reactants are [C:1]([O:5][CH3:6])(=[O:4])[CH2:2][SH:3].[CH2:7]([O:9][CH2:10]CO)[CH3:8]. The yield is 0.310. No catalyst specified. The product is [C:1]([O:5][CH2:6][CH2:10][O:9][CH2:7][CH3:8])(=[O:4])[CH2:2][SH:3]. (2) The reactants are Cl[C:2]1[CH:15]=[CH:14][C:13]2[C:4](=[CH:5][C:6]3[C:11]([CH:12]=2)=[CH:10][CH:9]=[CH:8][CH:7]=3)[CH:3]=1.[CH3:16][O:17][C:18]1[CH:23]=[CH:22][C:21](B(O)O)=[CH:20][CH:19]=1.O.O.P([O-])([O-])([O-])=O.[K+].[K+].[K+].CCCCCCC. The catalyst is C1(C)C=CC=CC=1.C([O-])(=O)C.C([O-])(=O)C.[Pd+2].ClC1C=CC2C(=CC3C(C=2)=CC=CC=3)C=1.COC1C=CC=C(OC)C=1C1C=CC=CC=1P(C1CCCCC1)C1CCCCC1.CO.O. The product is [CH3:16][O:17][C:18]1[CH:23]=[CH:22][C:21]([C:2]2[CH:15]=[CH:14][C:13]3[C:4](=[CH:5][C:6]4[C:11]([CH:12]=3)=[CH:10][CH:9]=[CH:8][CH:7]=4)[CH:3]=2)=[CH:20][CH:19]=1. The yield is 0.870. (3) The reactants are [N+:1]([C:4]1[CH:5]=[N:6][CH:7]=[CH:8][C:9]=1[C:10]1[CH2:15][CH:14]([C:16]([F:19])([F:18])[F:17])[CH2:13][C:12](=[O:20])[CH:11]=1)([O-:3])=[O:2].O.O.O.O.O.O.O.[Cl-].[Ce+3].[Cl-].[Cl-].C(O)C.[BH4-].[Na+]. The catalyst is CCOC(C)=O. The product is [N+:1]([C:4]1[CH:5]=[N:6][CH:7]=[CH:8][C:9]=1[C:10]1[CH2:15][C@H:14]([C:16]([F:19])([F:17])[F:18])[CH2:13][C@H:12]([OH:20])[CH:11]=1)([O-:3])=[O:2]. The yield is 0.660. (4) The reactants are Br[C:2]1[C:19]([CH2:20][CH3:21])=[CH:18][CH:17]=[CH:16][C:3]=1[O:4][C:5]1[CH:14]=[CH:13][C:8]([C:9]([O:11][CH3:12])=[O:10])=[CH:7][C:6]=1[CH3:15].O.[CH3:23][N:24](C)C=O. The catalyst is [Pd].C1(P(C2C=CC=CC=2)C2C=CC=CC=2)C=CC=CC=1.C1(P(C2C=CC=CC=2)C2C=CC=CC=2)C=CC=CC=1.C1(P(C2C=CC=CC=2)C2C=CC=CC=2)C=CC=CC=1.C1(P(C2C=CC=CC=2)C2C=CC=CC=2)C=CC=CC=1.[C-]#N.[Zn+2].[C-]#N. The product is [C:23]([C:2]1[C:19]([CH2:20][CH3:21])=[CH:18][CH:17]=[CH:16][C:3]=1[O:4][C:5]1[CH:14]=[CH:13][C:8]([C:9]([O:11][CH3:12])=[O:10])=[CH:7][C:6]=1[CH3:15])#[N:24]. The yield is 0.610. (5) The reactants are [N+:1]([C:4]1[CH:5]=[C:6]2[C:10](=[CH:11][CH:12]=1)[NH:9][N:8]=[C:7]2[NH2:13])([O-:3])=[O:2].CC(O)=O.[S:18]1[CH:22]=[CH:21][N:20]=[C:19]1[CH:23]=O.[BH3-]C#N.[Na+]. The catalyst is CO. The product is [N+:1]([C:4]1[CH:5]=[C:6]2[C:10](=[CH:11][CH:12]=1)[NH:9][N:8]=[C:7]2[NH:13][CH2:23][C:19]1[S:18][CH:22]=[CH:21][N:20]=1)([O-:3])=[O:2]. The yield is 0.390. (6) The reactants are C(N(CC)CC)C.C(OP([Cl:16])(OCC)=S)C.[CH3:17][C:18]1[NH:19][C:20]([CH3:40])=[C:21]([C:36]([O:38][CH3:39])=[O:37])[CH:22]([C:27]2[CH:32]=[CH:31][CH:30]=[C:29]([N+:33]([O-:35])=[O:34])[CH:28]=2)[C:23]=1[C:24]([OH:26])=[O:25].[CH3:41][C:42](O)([CH3:61])[CH2:43][N:44]([CH3:60])[CH2:45][CH2:46][CH:47]([C:54]1[CH:59]=[CH:58][CH:57]=[CH:56][CH:55]=1)[C:48]1[CH:53]=[CH:52][CH:51]=[CH:50][CH:49]=1. The catalyst is C1(C)C=CC=CC=1. The product is [CH3:40][C:20]1[NH:19][C:18]([CH3:17])=[C:23]([C:24]([O:26][C:42]([CH2:43][N:44]([CH2:45][CH2:46][CH:47]([C:54]2[CH:55]=[CH:56][CH:57]=[CH:58][CH:59]=2)[C:48]2[CH:49]=[CH:50][CH:51]=[CH:52][CH:53]=2)[CH3:60])([CH3:61])[CH3:41])=[O:25])[CH:22]([C:27]2[CH:32]=[CH:31][CH:30]=[C:29]([N+:33]([O-:35])=[O:34])[CH:28]=2)[C:21]=1[C:36]([O:38][CH3:39])=[O:37].[ClH:16]. The yield is 0.831. (7) The reactants are ClC(Cl)C(O)=O.N[C:8]1[N:9]([C:28]2[C:33]([CH3:34])=[CH:32][C:31]([CH:35]3[CH2:37][CH2:36]3)=[CH:30][C:29]=2[Cl:38])[C:10]([S:13][CH2:14][C:15]([NH:17][C:18]2[CH:26]=[CH:25][C:21]([C:22]([OH:24])=[O:23])=[CH:20][C:19]=2[Cl:27])=[O:16])=[N:11][N:12]=1.N([O-])=O.[Na+].ClCCl.[Br:46]CBr. The catalyst is [Br-].C([N+](CC)(CC)CC)C1C=CC=CC=1. The product is [Br:46][C:8]1[N:9]([C:28]2[C:33]([CH3:34])=[CH:32][C:31]([CH:35]3[CH2:37][CH2:36]3)=[CH:30][C:29]=2[Cl:38])[C:10]([S:13][CH2:14][C:15]([NH:17][C:18]2[CH:26]=[CH:25][C:21]([C:22]([OH:24])=[O:23])=[CH:20][C:19]=2[Cl:27])=[O:16])=[N:11][N:12]=1. The yield is 0.420. (8) The reactants are [F:1][C:2]1[CH:3]=[C:4]([C:18]2[CH:23]=[CH:22][CH:21]=[C:20]([OH:24])[CH:19]=2)[CH:5]=[CH:6][C:7]=1[NH:8][C:9]1[N:17]=[CH:16][CH:15]=[CH:14][C:10]=1[C:11]([OH:13])=[O:12].[C:25]([O-])(O)=O.[Na+].S(OC)(OC)(=O)=O. The catalyst is CC(C)=O. The product is [F:1][C:2]1[CH:3]=[C:4]([C:18]2[CH:23]=[CH:22][CH:21]=[C:20]([OH:24])[CH:19]=2)[CH:5]=[CH:6][C:7]=1[NH:8][C:9]1[N:17]=[CH:16][CH:15]=[CH:14][C:10]=1[C:11]([O:13][CH3:25])=[O:12]. The yield is 0.360. (9) The reactants are [H-].[Al+3].[Li+].[H-].[H-].[H-].[CH3:7][N:8]([CH2:10][C:11]1[CH:12]=[C:13]([CH:18]=[CH:19][C:20]=1[O:21][C:22]1[CH:27]=[CH:26][C:25]([C:28]([F:31])([F:30])[F:29])=[CH:24][CH:23]=1)[C:14](OC)=[O:15])[CH3:9]. The catalyst is C1COCC1.CCOCC. The product is [CH3:9][N:8]([CH2:10][C:11]1[CH:12]=[C:13]([CH2:14][OH:15])[CH:18]=[CH:19][C:20]=1[O:21][C:22]1[CH:27]=[CH:26][C:25]([C:28]([F:29])([F:31])[F:30])=[CH:24][CH:23]=1)[CH3:7]. The yield is 0.480. (10) The reactants are [CH3:1][N:2]1[C:10]2[C:9]([O:11][C:12]3[CH:18]=[CH:17][C:15]([NH2:16])=[CH:14][CH:13]=3)=[N:8][CH:7]=[N:6][C:5]=2[CH:4]=[CH:3]1.[Cl:19][C:20]1[CH:21]=[C:22]([CH:24]=[CH:25][CH:26]=1)[NH2:23].CN(C)[CH:29]=[O:30]. No catalyst specified. The product is [Cl:19][C:20]1[CH:21]=[C:22]([NH:23][C:29]([NH:16][C:15]2[CH:17]=[CH:18][C:12]([O:11][C:9]3[C:10]4[N:2]([CH3:1])[CH:3]=[CH:4][C:5]=4[N:6]=[CH:7][N:8]=3)=[CH:13][CH:14]=2)=[O:30])[CH:24]=[CH:25][CH:26]=1. The yield is 0.140.